Dataset: Catalyst prediction with 721,799 reactions and 888 catalyst types from USPTO. Task: Predict which catalyst facilitates the given reaction. (1) Reactant: [C@@H:1]1([N:9]2[CH:17]=[C:15]([CH3:16])[C:13](=[O:14])[NH:12][C:10]2=[O:11])[O:8][C@H:5]([CH2:6][OH:7])[C@@H:3]([OH:4])[CH2:2]1.N1C=CC=CC=1.[C:24]1([CH3:34])[CH:29]=[CH:28][C:27]([S:30](Cl)(=[O:32])=[O:31])=[CH:26][CH:25]=1.CO. Product: [C:24]1([CH3:34])[CH:29]=[CH:28][C:27]([S:30]([CH:6]([OH:7])[C@H:5]2[O:8][C@@H:1]([N:9]3[CH:17]=[C:15]([CH3:16])[C:13](=[O:14])[NH:12][C:10]3=[O:11])[CH2:2][C@@H:3]2[OH:4])(=[O:32])=[O:31])=[CH:26][CH:25]=1. The catalyst class is: 2. (2) Reactant: [CH3:1][C:2]1[N:3]([CH2:29][C:30]([O:32]CC)=[O:31])[C:4]2[CH2:5][CH2:6][C:7]([CH3:28])([CH3:27])[CH2:8][C:9]=2[C:10]=1[CH2:11][C:12]1[CH:17]=[CH:16][CH:15]=[CH:14][C:13]=1[S:18]([C:21]1[CH:26]=[CH:25][CH:24]=[CH:23][CH:22]=1)(=[O:20])=[O:19].O.O.[OH-].[Li+]. Product: [CH3:1][C:2]1[N:3]([CH2:29][C:30]([OH:32])=[O:31])[C:4]2[CH2:5][CH2:6][C:7]([CH3:28])([CH3:27])[CH2:8][C:9]=2[C:10]=1[CH2:11][C:12]1[CH:17]=[CH:16][CH:15]=[CH:14][C:13]=1[S:18]([C:21]1[CH:22]=[CH:23][CH:24]=[CH:25][CH:26]=1)(=[O:19])=[O:20]. The catalyst class is: 36.